From a dataset of Retrosynthesis with 50K atom-mapped reactions and 10 reaction types from USPTO. Predict the reactants needed to synthesize the given product. (1) The reactants are: CC(C)c1ccc(CO)c(=O)c(O)c1.CCI. Given the product CCOc1cc(C(C)C)ccc(CO)c1=O, predict the reactants needed to synthesize it. (2) The reactants are: O=Cc1ccc(OCc2cc(-c3ccccc3)c(C(F)(F)F)s2)cc1. Given the product OCc1ccc(OCc2cc(-c3ccccc3)c(C(F)(F)F)s2)cc1, predict the reactants needed to synthesize it. (3) Given the product Cn1ccc2cc(NNC(=O)N=Cc3cc(Br)c(OCc4ccccc4)cc3OCc3ccccc3)ccc21, predict the reactants needed to synthesize it. The reactants are: Cn1ccc2cc(NNC(N)=O)ccc21.O=Cc1cc(Br)c(OCc2ccccc2)cc1OCc1ccccc1. (4) Given the product CCc1ccc(C(C)=O)cc1CC, predict the reactants needed to synthesize it. The reactants are: CC(=O)Cl.CCc1ccccc1CC. (5) Given the product COC(=O)c1cc(SCc2ccc(OC)cc2)c(N=[N+]=[N-])c(F)c1Nc1ccccc1F, predict the reactants needed to synthesize it. The reactants are: COC(=O)c1cc(SCc2ccc(OC)cc2)c(F)c(F)c1Nc1ccccc1F.[N-]=[N+]=[N-].